Dataset: Peptide-MHC class I binding affinity with 185,985 pairs from IEDB/IMGT. Task: Regression. Given a peptide amino acid sequence and an MHC pseudo amino acid sequence, predict their binding affinity value. This is MHC class I binding data. (1) The peptide sequence is KIMSIGFEA. The MHC is HLA-A02:03 with pseudo-sequence HLA-A02:03. The binding affinity (normalized) is 0.546. (2) The peptide sequence is VRPKVPLRTM. The MHC is Mamu-B03 with pseudo-sequence Mamu-B03. The binding affinity (normalized) is 0.249. (3) The peptide sequence is ITWYSRNF. The MHC is Mamu-A01 with pseudo-sequence Mamu-A01. The binding affinity (normalized) is 0.409.